Dataset: Full USPTO retrosynthesis dataset with 1.9M reactions from patents (1976-2016). Task: Predict the reactants needed to synthesize the given product. (1) Given the product [F:1][C:2]1[CH:3]=[C:4]([NH:32][C:50]([NH:49][C:47](=[O:48])[CH2:46][C:40]2[CH:41]=[CH:42][CH:43]=[CH:44][CH:45]=2)=[S:51])[CH:5]=[CH:6][C:7]=1[O:8][C:9]1[C:18]2[C:13](=[CH:14][C:15]([O:21][CH2:22][CH:23]3[CH2:24][CH:25]4[CH2:29][N:28]([CH3:30])[CH2:27][CH:26]4[CH2:31]3)=[C:16]([O:19][CH3:20])[CH:17]=2)[N:12]=[CH:11][CH:10]=1, predict the reactants needed to synthesize it. The reactants are: [F:1][C:2]1[CH:3]=[C:4]([NH2:32])[CH:5]=[CH:6][C:7]=1[O:8][C:9]1[C:18]2[C:13](=[CH:14][C:15]([O:21][CH2:22][CH:23]3[CH2:31][CH:26]4[CH2:27][N:28]([CH3:30])[CH2:29][CH:25]4[CH2:24]3)=[C:16]([O:19][CH3:20])[CH:17]=2)[N:12]=[CH:11][CH:10]=1.C1(C)C=CC=CC=1.[C:40]1([CH2:46][C:47]([N:49]=[C:50]=[S:51])=[O:48])[CH:45]=[CH:44][CH:43]=[CH:42][CH:41]=1. (2) Given the product [CH2:39]([O:38][C:36](=[O:37])[CH2:35][C:14](=[O:16])[CH2:13][CH2:12][NH:11][C:1]([O:3][CH2:4][C:5]1[CH:6]=[CH:7][CH:8]=[CH:9][CH:10]=1)=[O:2])[CH3:40], predict the reactants needed to synthesize it. The reactants are: [C:1]([NH:11][CH2:12][CH2:13][C:14]([OH:16])=O)([O:3][CH2:4][C:5]1[CH:10]=[CH:9][CH:8]=[CH:7][CH:6]=1)=[O:2].C(C1NC=CN=1)(C1NC=CN=1)=O.C([Mg]Cl)(C)C.C(O)(=O)[CH2:35][C:36]([O:38][CH2:39][CH3:40])=[O:37]. (3) The reactants are: Br[CH2:2][C:3]([C:5]1[CH:12]=[CH:11][C:8]([C:9]#[N:10])=[CH:7][CH:6]=1)=O.[C:13](=[S:23])([NH2:22])[CH2:14][CH2:15][CH2:16][CH2:17][CH2:18][CH2:19][CH2:20][CH3:21]. Given the product [CH2:14]([C:13]1[S:23][CH:2]=[C:3]([C:5]2[CH:12]=[CH:11][C:8]([C:9]#[N:10])=[CH:7][CH:6]=2)[N:22]=1)[CH2:15][CH2:16][CH2:17][CH2:18][CH2:19][CH2:20][CH3:21], predict the reactants needed to synthesize it. (4) Given the product [C:1]([O:5][C:6]1[C:15]2[C:10](=[CH:11][CH:12]=[C:13]([C:16]([C:27]3[CH:32]=[CH:31][C:30]([Cl:33])=[CH:29][CH:28]=3)([C:18]3[CH:19]=[CH:20][C:21]([Cl:24])=[CH:22][CH:23]=3)[OH:17])[CH:14]=2)[N:9]=[CH:8][N:7]=1)([CH3:4])([CH3:2])[CH3:3], predict the reactants needed to synthesize it. The reactants are: [C:1]([O:5][C:6]1[C:15]2[C:10](=[CH:11][CH:12]=[C:13]([C:16]([C:18]3[CH:23]=[CH:22][C:21]([Cl:24])=[CH:20][CH:19]=3)=[O:17])[CH:14]=2)[N:9]=[CH:8][N:7]=1)([CH3:4])([CH3:3])[CH3:2].Br[Mg][C:27]1[CH:32]=[CH:31][C:30]([Cl:33])=[CH:29][CH:28]=1. (5) Given the product [C:75]([O:74][C:70]([NH:71][NH:72][C:7](=[O:8])[CH2:6][CH2:5][CH2:4][CH2:3][CH2:2][NH:1][C:10]([O:12][CH2:13][CH:14]1[C:26]2[CH:25]=[CH:24][CH:23]=[CH:22][C:21]=2[C:20]2[C:15]1=[CH:16][CH:17]=[CH:18][CH:19]=2)=[O:11])=[O:73])([CH3:78])([CH3:77])[CH3:76], predict the reactants needed to synthesize it. The reactants are: [NH:1]([C:10]([O:12][CH2:13][CH:14]1[C:26]2[C:21](=[CH:22][CH:23]=[CH:24][CH:25]=2)[C:20]2[C:15]1=[CH:16][CH:17]=[CH:18][CH:19]=2)=[O:11])[CH2:2][CH2:3][CH2:4][CH2:5][CH2:6][C:7](O)=[O:8].C1C=CC2N(O)N=NC=2C=1.CN(C(ON1N=NC2C=CC=CC1=2)=[N+](C)C)C.F[P-](F)(F)(F)(F)F.C(N(C(C)C)CC)(C)C.[C:70]([O:74][C:75]([CH3:78])([CH3:77])[CH3:76])(=[O:73])[NH:71][NH2:72]. (6) Given the product [CH2:1]([O:8][C:9]1[C:14]([NH:15][S:16]([CH3:19])(=[O:18])=[O:17])=[CH:13][N:12]2[N:27]=[C:28]([C:35]3[CH:36]=[CH:37][C:38]([F:41])=[CH:39][CH:40]=3)[C:29]([C:30]([O:32][CH2:33][CH3:34])=[O:31])=[C:11]2[CH:10]=1)[C:2]1[CH:7]=[CH:6][CH:5]=[CH:4][CH:3]=1, predict the reactants needed to synthesize it. The reactants are: [CH2:1]([O:8][C:9]1[C:14]([N:15](C(OC(C)(C)C)=O)[S:16]([CH3:19])(=[O:18])=[O:17])=[CH:13][N:12]2[N:27]=[C:28]([C:35]3[CH:40]=[CH:39][C:38]([F:41])=[CH:37][CH:36]=3)[C:29]([C:30]([O:32][CH2:33][CH3:34])=[O:31])=[C:11]2[CH:10]=1)[C:2]1[CH:7]=[CH:6][CH:5]=[CH:4][CH:3]=1.FC(F)(F)C(O)=O. (7) Given the product [CH2:30]([O:37][C:38]1[C:39]([Cl:48])=[CH:40][C:41]([C:42]([NH:1][C:2]2[CH:3]=[C:4]([S:16](=[O:17])(=[O:18])[N:19]([CH2:20][CH3:21])[CH2:22][CH3:23])[CH:5]=[CH:6][C:7]=2[OH:8])=[O:43])=[CH:45][C:46]=1[Cl:47])[C:31]1[CH:32]=[CH:33][CH:34]=[CH:35][CH:36]=1, predict the reactants needed to synthesize it. The reactants are: [NH2:1][C:2]1[CH:3]=[C:4]([S:16]([N:19]([CH2:22][CH3:23])[CH2:20][CH3:21])(=[O:18])=[O:17])[CH:5]=[CH:6][C:7]=1[O:8][Si](C(C)(C)C)(C)C.N1C=CC=CC=1.[CH2:30]([O:37][C:38]1[C:46]([Cl:47])=[CH:45][C:41]([C:42](Cl)=[O:43])=[CH:40][C:39]=1[Cl:48])[C:31]1[CH:36]=[CH:35][CH:34]=[CH:33][CH:32]=1.